Dataset: Forward reaction prediction with 1.9M reactions from USPTO patents (1976-2016). Task: Predict the product of the given reaction. (1) Given the reactants [Cl:1][C:2]1[CH:3]=[C:4]([NH:8][C:9]2[N:14]=[C:13]([C:15]3[CH:20]=[CH:19][N:18]=[C:17]([C:21]([O:23]CC)=O)[CH:16]=3)[CH:12]=[CH:11][N:10]=2)[CH:5]=[CH:6][CH:7]=1.[CH3:26][CH:27]([CH3:31])[CH2:28][CH2:29][NH2:30].C(=O)([O-])[O-].[K+].[K+], predict the reaction product. The product is: [Cl:1][C:2]1[CH:3]=[C:4]([NH:8][C:9]2[N:14]=[C:13]([C:15]3[CH:20]=[CH:19][N:18]=[C:17]([C:21]([NH:30][CH2:29][CH2:28][CH:27]([CH3:31])[CH3:26])=[O:23])[CH:16]=3)[CH:12]=[CH:11][N:10]=2)[CH:5]=[CH:6][CH:7]=1. (2) Given the reactants C[C@H]1O[C@H]([O:8][CH:9]2[C@@H:14]([OH:15])[C@@H:13]([OH:16])[CH:12]([OH:17])[C@H:11]([OH:18])[C@H:10]2[OH:19])[C@@H](N)C[C@@H]1N=C(N)C(O)=O.Cl, predict the reaction product. The product is: [CH:9]1([OH:8])[CH:10]([OH:19])[CH:11]([OH:18])[CH:12]([OH:17])[CH:13]([OH:16])[CH:14]1[OH:15]. (3) Given the reactants [CH3:1][C:2]1[N:7]=[C:6]([C:8]2[N:9]=[C:10]3[N:14]([C:15](=[O:17])[CH3:16])[CH2:13][CH2:12][N:11]3[CH:18]=2)[CH:5]=[CH:4][CH:3]=1.[Br:19]N1C(=O)CCC1=O, predict the reaction product. The product is: [Br:19][C:18]1[N:11]2[CH2:12][CH2:13][N:14]([C:15](=[O:17])[CH3:16])[C:10]2=[N:9][C:8]=1[C:6]1[CH:5]=[CH:4][CH:3]=[C:2]([CH3:1])[N:7]=1. (4) Given the reactants [NH2:1][C:2]1[CH:7]=[CH:6][C:5]([C:8]2[CH:13]=[CH:12][CH:11]=[C:10]([Cl:14])[CH:9]=2)=[CH:4][C:3]=1[C:15]([CH:17]1[CH2:19][CH2:18]1)=[O:16].[CH:20]1([Mg]Br)[CH2:22][CH2:21]1, predict the reaction product. The product is: [NH2:1][C:2]1[CH:7]=[CH:6][C:5]([C:8]2[CH:13]=[CH:12][CH:11]=[C:10]([Cl:14])[CH:9]=2)=[CH:4][C:3]=1[C:15]([CH:20]1[CH2:22][CH2:21]1)([CH:17]1[CH2:18][CH2:19]1)[OH:16].